This data is from Reaction yield outcomes from USPTO patents with 853,638 reactions. The task is: Predict the reaction yield, written as a fraction of the theoretical maximum amount of product (1.0 means a 100% yield; for example, 0.34 means a 34% yield). (1) The reactants are [CH3:1][C:2]1[C:6]([CH2:7][N:8]2[CH:12]=[C:11]([N:13]3[C:17](=[O:18])[CH2:16][NH:15][C:14]3=[O:19])[CH:10]=[N:9]2)=[C:5]([CH3:20])[O:4][N:3]=1.[Cl:21][C:22]1[CH:23]=[C:24]([CH:28]=[CH:29][CH:30]=1)[CH2:25][CH2:26]Br. No catalyst specified. The product is [Cl:21][C:22]1[CH:23]=[C:24]([CH:28]=[CH:29][CH:30]=1)[CH2:25][CH2:26][N:15]1[CH2:16][C:17](=[O:18])[N:13]([C:11]2[CH:10]=[N:9][N:8]([CH2:7][C:6]3[C:2]([CH3:1])=[N:3][O:4][C:5]=3[CH3:20])[CH:12]=2)[C:14]1=[O:19]. The yield is 0.270. (2) The reactants are [CH:1]1([N:4]2[C:13]3[C:8](=[CH:9][C:10]([F:16])=[C:11](F)[C:12]=3[F:14])[C:7](=[O:17])[C:6]([C:18]([OH:20])=[O:19])=[CH:5]2)[CH2:3][CH2:2]1.[CH3:21][O:22][N:23]=[C:24]1[C:28]2([CH2:31][N:30]([C:32]([O:34][C:35]([CH3:38])([CH3:37])[CH3:36])=[O:33])[CH2:29]2)[CH2:27][NH:26][CH2:25]1. The catalyst is C(#N)C. The product is [C:35]([O:34][C:32]([N:30]1[CH2:31][C:28]2([C:24](=[N:23][O:22][CH3:21])[CH2:25][N:26]([C:11]3[C:12]([F:14])=[C:13]4[C:8]([C:7](=[O:17])[C:6]([C:18]([OH:20])=[O:19])=[CH:5][N:4]4[CH:1]4[CH2:3][CH2:2]4)=[CH:9][C:10]=3[F:16])[CH2:27]2)[CH2:29]1)=[O:33])([CH3:38])([CH3:37])[CH3:36]. The yield is 0.555. (3) The reactants are [CH3:1][C:2]1[CH:3]=[CH:4][C:5]([N+:11]([O-])=O)=[C:6]([CH:10]=1)[C:7]([OH:9])=[O:8]. The catalyst is C(O)C.[Pd]. The product is [NH2:11][C:5]1[CH:4]=[CH:3][C:2]([CH3:1])=[CH:10][C:6]=1[C:7]([OH:9])=[O:8]. The yield is 0.960. (4) The reactants are Br[C:2]1C=C(C=C[C:10]=1OC1C=CC(OC(F)(F)F)=C(Cl)C=1)C([O-])=O.[Cl:24][C:25]1[CH:26]=[C:27]([O:35][C:36]2[C:45](I)=[CH:44][C:39]([C:40]([O:42][CH3:43])=[O:41])=[C:38]([F:47])[CH:37]=2)[CH:28]=[N:29][C:30]=1[O:31][CH:32]([CH3:34])[CH3:33].COC1C(B(O)O)=CC=CN=1.CC1(C)C(C)(C)OB(C=C)O1. No catalyst specified. The product is [Cl:24][C:25]1[CH:26]=[C:27]([O:35][C:36]2[C:45]([CH:2]=[CH2:10])=[CH:44][C:39]([C:40]([O:42][CH3:43])=[O:41])=[C:38]([F:47])[CH:37]=2)[CH:28]=[N:29][C:30]=1[O:31][CH:32]([CH3:34])[CH3:33]. The yield is 0.160. (5) The reactants are C[O:2][C:3](=O)[C:4]1[CH:9]=[CH:8][C:7]([N:10]([CH:17]2[CH2:22][CH2:21][N:20]([C@H:23]([CH3:37])[CH2:24][CH2:25][NH:26][C:27]([C:29]3[C:30]([CH3:36])=[N:31][CH:32]=[N:33][C:34]=3[CH3:35])=[O:28])[CH2:19][CH2:18]2)[CH2:11][C:12]2[CH:16]=[CH:15][S:14][CH:13]=2)=[CH:6][CH:5]=1.[Cl-].[NH4+:40]. No catalyst specified. The product is [C:3]([C:4]1[CH:9]=[CH:8][C:7]([N:10]([CH2:11][C:12]2[CH:16]=[CH:15][S:14][CH:13]=2)[CH:17]2[CH2:22][CH2:21][N:20]([C@H:23]([CH3:37])[CH2:24][CH2:25][NH:26][C:27]([C:29]3[C:30]([CH3:36])=[N:31][CH:32]=[N:33][C:34]=3[CH3:35])=[O:28])[CH2:19][CH2:18]2)=[CH:6][CH:5]=1)(=[O:2])[NH2:40]. The yield is 0.350. (6) The product is [CH3:3][CH:2]([N:4]1[C:12](/[CH:13]=[CH:14]/[CH:15]([OH:24])[CH2:16][CH:17]([OH:23])[CH2:18][C:19]([O-:21])=[O:20])=[C:11]([C:25]2[CH:26]=[CH:27][C:28]([F:31])=[CH:29][CH:30]=2)[C:10]2[CH:9]=[CH:8][CH:7]=[CH:6][C:5]1=2)[CH3:1].[Na+:33]. The reactants are [CH3:1][CH:2]([N:4]1[C:12](/[CH:13]=[CH:14]/[C@H:15]([OH:24])[CH2:16][C@H:17]([OH:23])[CH2:18][C:19]([O:21]C)=[O:20])=[C:11]([C:25]2[CH:30]=[CH:29][C:28]([F:31])=[CH:27][CH:26]=2)[C:10]2[C:5]1=[CH:6][CH:7]=[CH:8][CH:9]=2)[CH3:3].[OH-].[Na+:33].C(O)CCC. The yield is 0.962. The catalyst is C(#N)C. (7) The reactants are [O:1]1[CH2:16][CH:2]1[CH2:3][O:4][C:5]1[CH:10]=[CH:9][C:8]([CH2:11][C:12]([O:14][CH3:15])=[O:13])=[CH:7][CH:6]=1.[CH:17]([NH2:20])([CH3:19])[CH3:18].O. No catalyst specified. The product is [OH:1][CH:2]([CH2:16][NH:20][CH:17]([CH3:19])[CH3:18])[CH2:3][O:4][C:5]1[CH:10]=[CH:9][C:8]([CH2:11][C:12]([O:14][CH3:15])=[O:13])=[CH:7][CH:6]=1. The yield is 1.00. (8) The reactants are [NH3:1].[CH2:2]([N:9]1[CH2:13][CH2:12][C@H:11](OS(C)(=O)=O)[CH2:10]1)[C:3]1[CH:8]=[CH:7][CH:6]=[CH:5][CH:4]=1. The catalyst is CO. The product is [CH2:2]([N:9]1[CH2:13][CH2:12][C@@H:11]([NH2:1])[CH2:10]1)[C:3]1[CH:8]=[CH:7][CH:6]=[CH:5][CH:4]=1. The yield is 0.670. (9) The reactants are B.C1COCC1.[N+:7]([C:10]1[CH:15]=[CH:14][C:13]([CH2:16][C:17](O)=[O:18])=[C:12]([CH2:20][C:21](O)=[O:22])[CH:11]=1)([O-:9])=[O:8]. The catalyst is C1COCC1.O. The product is [N+:7]([C:10]1[CH:15]=[CH:14][C:13]([CH2:16][CH2:17][OH:18])=[C:12]([CH2:20][CH2:21][OH:22])[CH:11]=1)([O-:9])=[O:8]. The yield is 0.780.